From a dataset of TCR-epitope binding with 47,182 pairs between 192 epitopes and 23,139 TCRs. Binary Classification. Given a T-cell receptor sequence (or CDR3 region) and an epitope sequence, predict whether binding occurs between them. The epitope is PKYVKQNTLKLAT. The TCR CDR3 sequence is CASSLSHEQFF. Result: 1 (the TCR binds to the epitope).